This data is from Reaction yield outcomes from USPTO patents with 853,638 reactions. The task is: Predict the reaction yield, written as a fraction of the theoretical maximum amount of product (1.0 means a 100% yield; for example, 0.34 means a 34% yield). (1) The reactants are [F:1][C:2]1[C:3](=O)[NH:4][C:5]2[C:10]([CH:11]=1)=[CH:9][CH:8]=[C:7]([O:12][CH3:13])[CH:6]=2.S(Cl)([Cl:17])=O. The catalyst is CN(C=O)C. The product is [Cl:17][C:3]1[C:2]([F:1])=[CH:11][C:10]2[C:5](=[CH:6][C:7]([O:12][CH3:13])=[CH:8][CH:9]=2)[N:4]=1. The yield is 0.970. (2) The reactants are [CH3:1][O:2][C:3]1[C:11]([C:12]([OH:14])=O)=[CH:10][CH:9]=[C:8]2[C:4]=1[CH2:5][CH2:6][CH2:7]2.[C:15]([C:22]1[NH:23][CH:24]=[CH:25]N=1)(C1NC=CN=1)=O.N1CCCC1.O. The catalyst is O1CCCC1. The product is [CH3:1][O:2][C:3]1[C:11]([C:12]([N:23]2[CH2:22][CH2:15][CH2:25][CH2:24]2)=[O:14])=[CH:10][CH:9]=[C:8]2[C:4]=1[CH2:5][CH2:6][CH2:7]2. The yield is 0.392. (3) The reactants are [Cl:1][C:2]1[N:7]=[C:6]([CH2:8][C:9]([C:11]2[C:12]([F:29])=[C:13]([NH:17][S:18]([C:21]3[CH:26]=[C:25]([F:27])[CH:24]=[CH:23][C:22]=3[F:28])(=[O:20])=[O:19])[CH:14]=[CH:15][CH:16]=2)=O)[CH:5]=[CH:4][N:3]=1.[NH2:30][C:31]([CH:33]1[CH2:38][CH2:37][N:36]([C:39]([O:41][C:42]([CH3:45])([CH3:44])[CH3:43])=[O:40])[CH2:35][CH2:34]1)=[S:32]. No catalyst specified. The product is [Cl:1][C:2]1[N:7]=[C:6]([C:8]2[S:32][C:31]([CH:33]3[CH2:38][CH2:37][N:36]([C:39]([O:41][C:42]([CH3:45])([CH3:44])[CH3:43])=[O:40])[CH2:35][CH2:34]3)=[N:30][C:9]=2[C:11]2[CH:16]=[CH:15][CH:14]=[C:13]([NH:17][S:18]([C:21]3[CH:26]=[C:25]([F:27])[CH:24]=[CH:23][C:22]=3[F:28])(=[O:20])=[O:19])[C:12]=2[F:29])[CH:5]=[CH:4][N:3]=1. The yield is 0.600. (4) The catalyst is C(O)C. The product is [CH2:1]([C:3]1[C:4]([C:9]([OH:11])=[O:10])=[N:5][N:6]([CH3:8])[CH:7]=1)[CH3:2]. The reactants are [CH2:1]([C:3]1[C:4]([C:9]([O:11]CC)=[O:10])=[N:5][N:6]([CH3:8])[CH:7]=1)[CH3:2].[OH-].[Na+]. The yield is 0.530. (5) The reactants are [NH:1]1[CH2:6][CH2:5][CH2:4][CH2:3][CH2:2]1.[CH:7](=O)[C:8]1[CH:13]=[CH:12][CH:11]=[CH:10][CH:9]=1.[C:15]([C:19]1[CH:24]=[C:23]([C:25]([CH3:28])([CH3:27])[CH3:26])[CH:22]=[CH:21][C:20]=1[OH:29])([CH3:18])([CH3:17])[CH3:16].CCCCCC. The catalyst is C1(C)C=CC=CC=1. The product is [C:15]([C:19]1[CH:24]=[C:23]([C:25]([CH3:28])([CH3:27])[CH3:26])[CH:22]=[C:21]([CH:7]([C:8]2[CH:13]=[CH:12][CH:11]=[CH:10][CH:9]=2)[N:1]2[CH2:6][CH2:5][CH2:4][CH2:3][CH2:2]2)[C:20]=1[OH:29])([CH3:18])([CH3:17])[CH3:16]. The yield is 0.850. (6) The reactants are [CH:1]([C:4]1[C:13]([N+:14]([O-])=O)=[C:12]2[C:7]([CH:8]=[CH:9][CH:10]=[N:11]2)=[CH:6][CH:5]=1)([CH3:3])[CH3:2].[Sn](Cl)Cl. The catalyst is Cl. The product is [CH:1]([C:4]1[C:13]([NH2:14])=[C:12]2[C:7]([CH:8]=[CH:9][CH:10]=[N:11]2)=[CH:6][CH:5]=1)([CH3:3])[CH3:2]. The yield is 0.730. (7) The product is [CH3:1][C@H:2]1[CH2:7][CH2:6][N:5]([C:8]([O:10][C:11]([CH3:14])([CH3:13])[CH3:12])=[O:9])[CH2:4][C@H:3]1[C:15](=[S:80])[NH:16][CH2:17][C:18]1[N:19]=[C:20]2[CH:26]=[CH:25][N:24]([S:27]([C:30]3[CH:36]=[CH:35][C:33]([CH3:34])=[CH:32][CH:31]=3)(=[O:29])=[O:28])[C:21]2=[N:22][CH:23]=1. The reactants are [CH3:1][C@H:2]1[CH2:7][CH2:6][N:5]([C:8]([O:10][C:11]([CH3:14])([CH3:13])[CH3:12])=[O:9])[CH2:4][C@H:3]1[C:15](=O)[NH:16][CH2:17][C:18]1[N:19]=[C:20]2[CH:26]=[CH:25][N:24]([S:27]([C:30]3[CH:36]=[CH:35][C:33]([CH3:34])=[CH:32][CH:31]=3)(=[O:29])=[O:28])[C:21]2=[N:22][CH:23]=1.CN(C(ON1N=NC2C=CC=NC1=2)=[N+](C)C)C.F[P-](F)(F)(F)(F)F.CCN(C(C)C)C(C)C.COC1C=CC(P2(SP(C3C=CC(OC)=CC=3)(=S)S2)=[S:80])=CC=1. The catalyst is O1CCOCC1.CCOC(C)=O. The yield is 0.900. (8) The reactants are Cl[CH2:2][C:3]1[C:4]([S:9][CH:10]2[CH2:13][CH2:12][CH2:11]2)=[N:5][CH:6]=[CH:7][CH:8]=1.C([O:16][C:17]([CH:19]1[CH2:21][CH:20]1[C:22]1[CH:27]=[CH:26][C:25]([OH:28])=[C:24]([Cl:29])[CH:23]=1)=[O:18])C. No catalyst specified. The product is [Cl:29][C:24]1[CH:23]=[C:22]([CH:20]2[CH2:21][CH:19]2[C:17]([OH:18])=[O:16])[CH:27]=[CH:26][C:25]=1[O:28][CH2:2][C:3]1[C:4]([S:9][CH:10]2[CH2:13][CH2:12][CH2:11]2)=[N:5][CH:6]=[CH:7][CH:8]=1. The yield is 0.840.